Dataset: Reaction yield outcomes from USPTO patents with 853,638 reactions. Task: Predict the reaction yield, written as a fraction of the theoretical maximum amount of product (1.0 means a 100% yield; for example, 0.34 means a 34% yield). (1) The reactants are [CH:1]([O:3][CH2:4][CH3:5])=[CH2:2].[N+](=[CH:8][C:9]([O:11][CH2:12][CH3:13])=[O:10])=[N-]. The catalyst is C(Cl)Cl.CC([O-])=O.CC([O-])=O.CC([O-])=O.CC([O-])=O.[Rh+2].[Rh+2]. The product is [CH2:1]([O:3][CH:4]1[CH2:5][CH:8]1[C:9]([O:11][CH2:12][CH3:13])=[O:10])[CH3:2]. The yield is 0.900. (2) The reactants are [CH2:1]([N:3]1[C:7]([C:8]([OH:10])=O)=[CH:6][C:5]([CH3:11])=[N:4]1)[CH3:2].O1CCCC1.C(Cl)(=O)C(Cl)=O.[NH2:23][C:24]1[CH:25]=[C:26]([CH:43]=[CH:44][CH:45]=1)[O:27][C:28]1[CH:29]=[CH:30][C:31]2[N:32]([N:34]=[C:35]([NH:37][C:38]([CH:40]3[CH2:42][CH2:41]3)=[O:39])[N:36]=2)[CH:33]=1. The catalyst is CN(C)C=O.CN(C)C(=O)C. The product is [CH:40]1([C:38]([NH:37][C:35]2[N:36]=[C:31]3[CH:30]=[CH:29][C:28]([O:27][C:26]4[CH:25]=[C:24]([NH:23][C:8]([C:7]5[N:3]([CH2:1][CH3:2])[N:4]=[C:5]([CH3:11])[CH:6]=5)=[O:10])[CH:45]=[CH:44][CH:43]=4)=[CH:33][N:32]3[N:34]=2)=[O:39])[CH2:41][CH2:42]1. The yield is 0.840. (3) The reactants are [CH2:1]([O:3][C:4]1[CH:5]=[C:6]([CH:20]=[CH:21][CH:22]=1)[CH2:7][NH:8][C:9]([C:11]1[C:12]2[CH:13]=[CH:14][NH:15][C:16]=2[CH:17]=[CH:18][CH:19]=1)=[O:10])[CH3:2].[NH2:23][C:24]1[N:29]=[C:28](Cl)[CH:27]=[CH:26][N:25]=1.NC1N=C(N2C3C(=C(NC(=O)CC4C=CC=C(OC)C=4)C=CC=3)C=C2)C=CN=1. The catalyst is O. The product is [NH2:23][C:24]1[N:29]=[C:28]([N:15]2[C:16]3[CH:17]=[CH:18][CH:19]=[C:11]([C:9]([NH:8][CH2:7][C:6]4[CH:20]=[CH:21][CH:22]=[C:4]([O:3][CH2:1][CH3:2])[CH:5]=4)=[O:10])[C:12]=3[CH:13]=[CH:14]2)[CH:27]=[CH:26][N:25]=1. The yield is 0.570. (4) The reactants are C([O:3][C:4]([C:6]1[CH:10]=[C:9]([C:11]2[C:16]([O:17][C:18]3[CH:23]=[CH:22][C:21]([N+:24]([O-:26])=[O:25])=[CH:20][CH:19]=3)=[CH:15][C:14]([O:27][CH2:28][O:29][CH2:30][CH2:31][O:32][CH3:33])=[CH:13][C:12]=2[O:34][CH2:35][O:36][CH2:37][CH2:38][O:39][CH3:40])[O:8][N:7]=1)=[O:5])C.[OH-].[K+:42].CCOCC. The catalyst is C(O)C. The product is [CH3:40][O:39][CH2:38][CH2:37][O:36][CH2:35][O:34][C:12]1[CH:13]=[C:14]([O:27][CH2:28][O:29][CH2:30][CH2:31][O:32][CH3:33])[CH:15]=[C:16]([O:17][C:18]2[CH:19]=[CH:20][C:21]([N+:24]([O-:26])=[O:25])=[CH:22][CH:23]=2)[C:11]=1[C:9]1[O:8][N:7]=[C:6]([C:4]([O-:5])=[O:3])[CH:10]=1.[K+:42]. The yield is 0.770. (5) The reactants are [CH3:1][C:2]1([CH3:12])[C:10]2[C:5](=[CH:6][CH:7]=[CH:8][CH:9]=2)[NH:4][C:3]1=[O:11].C([O-])(=O)C.[Na+].[Br:18]Br.C(=O)([O-])[O-].[Na+].[Na+]. The catalyst is C(O)(=O)C.O. The product is [Br:18][C:8]1[CH:9]=[C:10]2[C:5](=[CH:6][CH:7]=1)[NH:4][C:3](=[O:11])[C:2]2([CH3:12])[CH3:1]. The yield is 0.920. (6) The reactants are C(COC)OC.[Br:7][C:8]1[CH:13]=[CH:12][C:11]([NH:14][C:15]([C:17]2[C:22](=[O:23])[N:21]([CH2:24][C:25]3[CH:30]=[CH:29][CH:28]=[C:27]([F:31])[C:26]=3[F:32])[N:20]3[CH2:33][CH2:34][CH2:35][C@:19]3([CH3:36])[C:18]=2[OH:37])=[O:16])=[C:10](I)[CH:9]=1.C(=O)([O-])[O-].[K+].[K+].[Cl:45][C:46]1[N:51]=[CH:50][C:49](B(O)O)=[CH:48][CH:47]=1. The catalyst is C1C=CC([P]([Pd]([P](C2C=CC=CC=2)(C2C=CC=CC=2)C2C=CC=CC=2)([P](C2C=CC=CC=2)(C2C=CC=CC=2)C2C=CC=CC=2)[P](C2C=CC=CC=2)(C2C=CC=CC=2)C2C=CC=CC=2)(C2C=CC=CC=2)C2C=CC=CC=2)=CC=1.O.C(O)CO. The product is [Br:7][C:8]1[CH:13]=[CH:12][C:11]([NH:14][C:15]([C:17]2[C:22](=[O:23])[N:21]([CH2:24][C:25]3[CH:30]=[CH:29][CH:28]=[C:27]([F:31])[C:26]=3[F:32])[N:20]3[CH2:33][CH2:34][CH2:35][C@:19]3([CH3:36])[C:18]=2[OH:37])=[O:16])=[C:10]([C:49]2[CH:50]=[N:51][C:46]([Cl:45])=[CH:47][CH:48]=2)[CH:9]=1. The yield is 0.400.